From a dataset of Reaction yield outcomes from USPTO patents with 853,638 reactions. Predict the reaction yield, written as a fraction of the theoretical maximum amount of product (1.0 means a 100% yield; for example, 0.34 means a 34% yield). (1) The reactants are [NH:1]([C:3]1[CH:4]=[C:5]([CH:9]=[CH:10][CH:11]=1)[C:6]([OH:8])=[O:7])[NH2:2].[CH3:12][C:13]([CH3:20])([CH3:19])[C:14](=O)[CH2:15][C:16]#[N:17].S(=O)(=O)(O)O.[CH3:26][CH2:27]O. No catalyst specified. The product is [CH2:26]([O:7][C:6](=[O:8])[C:5]1[CH:9]=[CH:10][CH:11]=[C:3]([N:1]2[C:16]([NH2:17])=[CH:15][C:14]([C:13]([CH3:20])([CH3:19])[CH3:12])=[N:2]2)[CH:4]=1)[CH3:27]. The yield is 0.560. (2) The reactants are Cl[C:2]1[C:7]([N+:8]([O-:10])=[O:9])=[CH:6][CH:5]=[CH:4][N:3]=1.[CH2:11]([NH2:13])[CH3:12].C(O)C. No catalyst specified. The product is [CH2:11]([NH:13][C:2]1[C:7]([N+:8]([O-:10])=[O:9])=[CH:6][CH:5]=[CH:4][N:3]=1)[CH3:12]. The yield is 0.920. (3) The reactants are [NH2:1][C:2]1[N:7]=[C:6](/[C:8](=[C:11]2\[NH:12][C:13]3[CH:21]=[CH:20][CH:19]=[CH:18][C:14]=3[N:15]\2[CH2:16][CH3:17])/[C:9]#[N:10])[C:5]([CH3:22])=[CH:4][N:3]=1.[CH3:23][O:24][C:25]1[CH:30]=[CH:29][CH:28]=[CH:27][C:26]=1[CH2:31][C:32](O)=[O:33]. No catalyst specified. The product is [C:9](/[C:8](=[C:11]1/[NH:12][C:13]2[CH:21]=[CH:20][CH:19]=[CH:18][C:14]=2[N:15]/1[CH2:16][CH3:17])/[C:6]1[C:5]([CH3:22])=[CH:4][N:3]=[C:2]([NH:1][C:32](=[O:33])[CH2:31][C:26]2[CH:27]=[CH:28][CH:29]=[CH:30][C:25]=2[O:24][CH3:23])[N:7]=1)#[N:10]. The yield is 0.600. (4) The reactants are [NH2:1][C:2]1[C:11]2[C:6](=[C:7](Br)[CH:8]=[CH:9][CH:10]=2)[N:5]=[N:4][C:3]=1[C:13]([NH:15][CH2:16][CH2:17][CH3:18])=[O:14].[CH:19]1[C:28]2[C:23](=[CH:24][CH:25]=[CH:26][CH:27]=2)[CH:22]=[CH:21][C:20]=1B(O)O. No catalyst specified. The product is [NH2:1][C:2]1[C:11]2[C:6](=[C:7]([C:21]3[CH:20]=[CH:19][C:28]4[C:23](=[CH:24][CH:25]=[CH:26][CH:27]=4)[CH:22]=3)[CH:8]=[CH:9][CH:10]=2)[N:5]=[N:4][C:3]=1[C:13]([NH:15][CH2:16][CH2:17][CH3:18])=[O:14]. The yield is 0.869. (5) The reactants are [Cl:1][C:2]1[C:3]([O:12][C:13]2[CH:18]=[C:17]([O:19][CH2:20][C:21]([OH:24])([CH3:23])[CH3:22])[CH:16]=[CH:15][C:14]=2[CH2:25][CH2:26][CH2:27][OH:28])=[N:4][CH:5]=[C:6]([C:8]([F:11])([F:10])[F:9])[CH:7]=1.Cl[S:30]([N:33]=[C:34]=[O:35])(=[O:32])=[O:31].[NH2:36][CH2:37][CH2:38][C:39]1[CH:44]=[CH:43][CH:42]=[CH:41][N:40]=1.Cl. The catalyst is C(#N)C.N1C=CC=CC=1. The product is [N:40]1[CH:41]=[CH:42][CH:43]=[CH:44][C:39]=1[CH2:38][CH2:37][NH:36][S:30]([NH:33][C:34](=[O:35])[O:28][CH2:27][CH2:26][CH2:25][C:14]1[CH:15]=[CH:16][C:17]([O:19][CH2:20][C:21]([OH:24])([CH3:22])[CH3:23])=[CH:18][C:13]=1[O:12][C:3]1[C:2]([Cl:1])=[CH:7][C:6]([C:8]([F:9])([F:11])[F:10])=[CH:5][N:4]=1)(=[O:32])=[O:31]. The yield is 0.0900. (6) The reactants are [CH3:1][O:2][C:3]([C:5]1[C:13]([NH:14][C:15]2[CH:20]=[CH:19][C:18]([Br:21])=[CH:17][CH:16]=2)=[C:12]([F:22])[C:8]2[N:9]=[CH:10][NH:11][C:7]=2[CH:6]=1)=[O:4].[Cl:23]N1C(=O)CCC1=O. The catalyst is CN(C)C=O. The product is [CH3:1][O:2][C:3]([C:5]1[C:13]([NH:14][C:15]2[CH:20]=[CH:19][C:18]([Br:21])=[CH:17][C:16]=2[Cl:23])=[C:12]([F:22])[C:8]2[N:9]=[CH:10][NH:11][C:7]=2[CH:6]=1)=[O:4]. The yield is 0.870.